Task: Binary Classification. Given a T-cell receptor sequence (or CDR3 region) and an epitope sequence, predict whether binding occurs between them.. Dataset: TCR-epitope binding with 47,182 pairs between 192 epitopes and 23,139 TCRs (1) The epitope is LLFNKVTLA. The TCR CDR3 sequence is CATSGPGDTEAFF. Result: 1 (the TCR binds to the epitope). (2) The epitope is HSKKKCDEL. The TCR CDR3 sequence is CAISGGSGDNEQFF. Result: 1 (the TCR binds to the epitope). (3) The epitope is YFPLQSYGF. The TCR CDR3 sequence is CASSLVGFVELFF. Result: 1 (the TCR binds to the epitope). (4) The epitope is YLNTLTLAV. The TCR CDR3 sequence is CASSLGLGNEQYF. Result: 1 (the TCR binds to the epitope). (5) The epitope is HTTDPSFLGRY. The TCR CDR3 sequence is CSVELSSDSYEQYF. Result: 1 (the TCR binds to the epitope).